The task is: Predict the reaction yield, written as a fraction of the theoretical maximum amount of product (1.0 means a 100% yield; for example, 0.34 means a 34% yield).. This data is from Reaction yield outcomes from USPTO patents with 853,638 reactions. The reactants are [F:1][C:2]1[CH:7]=[C:6]([F:8])[CH:5]=[CH:4][C:3]=1[C:9]1[NH:13][C:12]([C:14]2([CH3:18])[CH2:17][O:16][CH2:15]2)=[N:11][C:10]=1[C:19]1[N:24]=[C:23]2[O:25][C:26]([NH:28][C@@H:29]([CH3:34])[CH2:30][CH2:31][O:32][CH3:33])=[N:27][C:22]2=[CH:21][CH:20]=1.[CH3:35][S:36]([OH:39])(=[O:38])=[O:37]. The catalyst is ClCCl.CO.CO. The product is [CH3:35][S:36]([OH:39])(=[O:38])=[O:37].[F:1][C:2]1[CH:7]=[C:6]([F:8])[CH:5]=[CH:4][C:3]=1[C:9]1[NH:13][C:12]([C:14]2([CH3:18])[CH2:17][O:16][CH2:15]2)=[N:11][C:10]=1[C:19]1[N:24]=[C:23]2[O:25][C:26]([NH:28][C@@H:29]([CH3:34])[CH2:30][CH2:31][O:32][CH3:33])=[N:27][C:22]2=[CH:21][CH:20]=1. The yield is 0.970.